From a dataset of Reaction yield outcomes from USPTO patents with 853,638 reactions. Predict the reaction yield, written as a fraction of the theoretical maximum amount of product (1.0 means a 100% yield; for example, 0.34 means a 34% yield). (1) The reactants are [CH3:1][C:2]([O:5][C:6]([N:8]1[C@H:12]([C:13](O)=[O:14])[CH2:11][C@H:10]([NH:16][C:17]([O:19][CH2:20][CH:21]2[C:33]3[C:28](=[CH:29][CH:30]=[CH:31][CH:32]=3)[C:27]3[C:22]2=[CH:23][CH:24]=[CH:25][CH:26]=3)=[O:18])[CH2:9]1)=[O:7])([CH3:4])[CH3:3].C(Cl)CCl.C1C=NC2N(O)N=NC=2C=1.CN1CCOCC1.[C@H:55]1([NH2:65])[C:64]2[C:59](=[CH:60][CH:61]=[CH:62][CH:63]=2)[CH2:58][CH2:57][CH2:56]1. The catalyst is CN(C=O)C.O. The product is [CH:23]1[C:22]2[CH:21]([CH2:20][O:19][C:17]([NH:16][C@@H:10]3[CH2:9][N:8]([C:6]([O:5][C:2]([CH3:1])([CH3:4])[CH3:3])=[O:7])[C@H:12]([C:13](=[O:14])[NH:65][C@H:55]4[C:64]5[C:59](=[CH:60][CH:61]=[CH:62][CH:63]=5)[CH2:58][CH2:57][CH2:56]4)[CH2:11]3)=[O:18])[C:33]3[C:28](=[CH:29][CH:30]=[CH:31][CH:32]=3)[C:27]=2[CH:26]=[CH:25][CH:24]=1. The yield is 0.870. (2) The reactants are C(OC([N:8]1[CH2:12][CH2:11][CH2:10][C@H:9]1[C:13]1[O:17][N:16]=[C:15]([C:18]2[N:23]=[CH:22][CH:21]=[CH:20][N:19]=2)[CH:14]=1)=O)(C)(C)C. The catalyst is FC(F)(F)C(O)=O. The product is [N:23]1[CH:22]=[CH:21][CH:20]=[N:19][C:18]=1[C:15]1[CH:14]=[C:13]([C@@H:9]2[CH2:10][CH2:11][CH2:12][NH:8]2)[O:17][N:16]=1. The yield is 0.910. (3) The yield is 0.350. The product is [NH2:1][C:2]1[CH:10]=[CH:9][CH:8]=[C:7]([Cl:11])[C:3]=1[C:4]([NH:25][CH:26]1[CH2:31][CH2:30][C:29](=[O:32])[NH:28][C:27]1=[O:33])=[O:6]. The catalyst is C(#N)C. The reactants are [NH2:1][C:2]1[CH:10]=[CH:9][CH:8]=[C:7]([Cl:11])[C:3]=1[C:4]([OH:6])=O.C1N=CN(C(N2C=NC=C2)=O)C=1.Cl.[NH2:25][CH:26]1[CH2:31][CH2:30][C:29](=[O:32])[NH:28][C:27]1=[O:33].C(=O)([O-])O.[Na+]. (4) The reactants are [I:1][C:2]1[C:3]([S:11][C:12]2[N:20]=[C:19]3[C:15]([N:16]=[CH:17][NH:18]3)=[C:14](N)[N:13]=2)=[CH:4][C:5]2[O:9][CH2:8][O:7][C:6]=2[CH:10]=1.Cl[CH2:23][CH2:24][CH2:25][S:26]([NH:29][CH:30]([CH3:32])[CH3:31])(=[O:28])=[O:27].C([O-])([O-])=O.[Cs+].[Cs+].C[N:40](C=O)C. No catalyst specified. The product is [NH2:40][C:15]1[N:16]=[CH:17][N:18]=[C:19]2[C:14]=1[N:13]=[C:12]([S:11][C:3]1[C:2]([I:1])=[CH:10][C:6]3[O:7][CH2:8][O:9][C:5]=3[CH:4]=1)[N:20]2[CH2:23][CH2:24][CH2:25][S:26]([NH:29][CH:30]([CH3:32])[CH3:31])(=[O:28])=[O:27]. The yield is 0.260. (5) The reactants are [CH2:1]([C:3]1([Li])[C:7]([CH3:8])=[C:6]([CH3:9])[C:5]([CH3:10])=[C:4]1[CH3:11])[CH3:2].[Cl-:13].[Cl-].[Cl-].[Cl-].[Hf+4:17]. The catalyst is C1(C)C(C)=CC=CC=1. The product is [Cl-:13].[Cl-:13].[CH2:1]([C:3]1([Hf+2:17][C:3]2([CH2:1][CH3:2])[C:7]([CH3:8])=[C:6]([CH3:9])[C:5]([CH3:10])=[C:4]2[CH3:11])[C:7]([CH3:8])=[C:6]([CH3:9])[C:5]([CH3:10])=[C:4]1[CH3:11])[CH3:2]. The yield is 0.430. (6) The reactants are Br[C:2]1[CH:13]=[CH:12][C:5]([CH2:6][O:7][Si:8]([CH3:11])([CH3:10])[CH3:9])=[C:4]([CH3:14])[CH:3]=1.[CH3:15][Si:16]([C:19]#[CH:20])([CH3:18])[CH3:17]. The catalyst is C(N(CC)CC)C.[Cu]I.Cl[Pd](Cl)([P](C1C=CC=CC=1)(C1C=CC=CC=1)C1C=CC=CC=1)[P](C1C=CC=CC=1)(C1C=CC=CC=1)C1C=CC=CC=1. The product is [CH3:14][C:4]1[CH:3]=[C:2]([C:20]#[C:19][Si:16]([CH3:18])([CH3:17])[CH3:15])[CH:13]=[CH:12][C:5]=1[CH2:6][O:7][Si:8]([CH3:11])([CH3:10])[CH3:9]. The yield is 0.650. (7) The catalyst is C(#N)C.O.C(O)(C)(C)C. The reactants are [Cl:1][C:2]1[CH:10]=[C:9]2[C:5]([C:6]([CH:11]=[O:12])=[CH:7][NH:8]2)=[CH:4][C:3]=1[C:13]1[CH:18]=[CH:17][C:16]([CH:19]2[CH2:23][CH2:22][CH2:21][N:20]2[C:24]([O:26][C:27]([CH3:30])([CH3:29])[CH3:28])=[O:25])=[CH:15][CH:14]=1.CC(=CC)C.Cl([O-])=[O:37].[Na+].P([O-])([O-])([O-])=O.[Na+].[Na+].[Na+].S([O-])([O-])=O.[Na+].[Na+]. The yield is 0.842. The product is [C:27]([O:26][C:24]([N:20]1[CH2:21][CH2:22][CH2:23][CH:19]1[C:16]1[CH:17]=[CH:18][C:13]([C:3]2[CH:4]=[C:5]3[C:9](=[CH:10][C:2]=2[Cl:1])[NH:8][CH:7]=[C:6]3[C:11]([OH:37])=[O:12])=[CH:14][CH:15]=1)=[O:25])([CH3:30])([CH3:29])[CH3:28]. (8) The reactants are [C:1]([C:5]1[O:9][N:8]=[C:7]([NH:10][C:11]([NH:13][C:14]2[CH:19]=[CH:18][CH:17]=[C:16]([S:20][C:21]3[C:30]4[C:25](=[CH:26][C:27]([O:33][CH2:34][CH2:35][CH2:36]Cl)=[C:28]([O:31][CH3:32])[CH:29]=4)[N:24]=[CH:23][N:22]=3)[CH:15]=2)=[O:12])[CH:6]=1)([CH3:4])([CH3:3])[CH3:2].[CH3:38][N:39]1[CH2:44][CH2:43][NH:42][CH2:41][CH2:40]1.C(N(C(C)C)CC)(C)C. The catalyst is CN(C=O)C.[I-].C([N+](CCCC)(CCCC)CCCC)CCC. The product is [C:1]([C:5]1[O:9][N:8]=[C:7]([NH:10][C:11]([NH:13][C:14]2[CH:19]=[CH:18][CH:17]=[C:16]([S:20][C:21]3[C:30]4[C:25](=[CH:26][C:27]([O:33][CH2:34][CH2:35][CH2:36][N:42]5[CH2:43][CH2:44][N:39]([CH3:38])[CH2:40][CH2:41]5)=[C:28]([O:31][CH3:32])[CH:29]=4)[N:24]=[CH:23][N:22]=3)[CH:15]=2)=[O:12])[CH:6]=1)([CH3:4])([CH3:3])[CH3:2]. The yield is 0.320. (9) The reactants are [CH3:1][CH2:2][C:3]1[CH:8]=[C:7]([C:9]([CH3:11])=[O:10])[CH:6]=[CH:5][CH:4]=1.[Br:12]Br. The catalyst is O1CCOCC1. The product is [Br:12][CH2:11][C:9]([C:7]1[CH:6]=[CH:5][CH:4]=[C:3]([CH2:2][CH3:1])[CH:8]=1)=[O:10]. The yield is 0.680.